The task is: Regression/Classification. Given a drug SMILES string, predict its absorption, distribution, metabolism, or excretion properties. Task type varies by dataset: regression for continuous measurements (e.g., permeability, clearance, half-life) or binary classification for categorical outcomes (e.g., BBB penetration, CYP inhibition). Dataset: rlm.. This data is from Rat liver microsome stability data. (1) The result is 1 (stable in rat liver microsomes). The drug is O=[N+]([O-])CC(c1ncccc1F)c1c(-c2ccccc2)[nH]c2ccccc12. (2) The drug is Cc1ccc(-c2csc(Nc3ccc(S(=O)(=O)Nc4nccs4)cc3)n2)cc1C. The result is 0 (unstable in rat liver microsomes). (3) The drug is CCCNC(=O)[C@H]1O[C@H]1C(=O)N[C@H](C(=O)N1CCC[C@@H]1C(=O)OC)C(C)CC. The result is 0 (unstable in rat liver microsomes). (4) The molecule is CC(C)NC(=O)c1cccc(-c2cc(-c3ccc(N4CCN(C)CC4)c(-c4ccccc4)c3)[nH]n2)c1. The result is 1 (stable in rat liver microsomes). (5) The compound is COc1cc(N2CCN(C3CCN(c4cccc5c(C)ccnc45)CC3)CC2)c2ncccc2c1. The result is 1 (stable in rat liver microsomes).